From a dataset of Forward reaction prediction with 1.9M reactions from USPTO patents (1976-2016). Predict the product of the given reaction. (1) Given the reactants [Cl:1][C:2]1[CH:10]=[C:9]([C:11]#[C:12][CH2:13][CH2:14][O:15][CH3:16])[C:5]2[O:6][CH2:7][O:8][C:4]=2[C:3]=1[NH:17][C:18]1[C:27]2[C:22](=[CH:23][C:24]([O:30][CH2:31][CH2:32][CH2:33]Cl)=[C:25]([O:28][CH3:29])[CH:26]=2)[N:21]=[CH:20][N:19]=1.[CH3:35][N:36]1[CH2:41][CH2:40][NH:39][CH2:38][C:37]1=[O:42], predict the reaction product. The product is: [Cl:1][C:2]1[CH:10]=[C:9]([C:11]#[C:12][CH2:13][CH2:14][O:15][CH3:16])[C:5]2[O:6][CH2:7][O:8][C:4]=2[C:3]=1[NH:17][C:18]1[C:27]2[C:22](=[CH:23][C:24]([O:30][CH2:31][CH2:32][CH2:33][N:39]3[CH2:40][CH2:41][N:36]([CH3:35])[C:37](=[O:42])[CH2:38]3)=[C:25]([O:28][CH3:29])[CH:26]=2)[N:21]=[CH:20][N:19]=1. (2) Given the reactants [C:1]([C:5]1[CH:10]=[CH:9][C:8]([N:11]2[C:15](=[O:16])[C:14]([CH3:18])([CH3:17])[N:13]([CH2:19][C:20]3[CH:25]=[CH:24][N:23]4[O:26][C:27](=S)[N:28]=[C:22]4[CH:21]=3)[C:12]2=[O:30])=[CH:7][CH:6]=1)([CH3:4])([CH3:3])[CH3:2].[CH:31]1([NH2:34])[CH2:33][CH2:32]1, predict the reaction product. The product is: [C:1]([C:5]1[CH:10]=[CH:9][C:8]([N:11]2[C:15](=[O:16])[C:14]([CH3:18])([CH3:17])[N:13]([CH2:19][C:20]3[CH:25]=[CH:24][N:23]=[C:22]([NH:28][C:27]([NH:34][CH:31]4[CH2:33][CH2:32]4)=[O:26])[CH:21]=3)[C:12]2=[O:30])=[CH:7][CH:6]=1)([CH3:4])([CH3:3])[CH3:2]. (3) Given the reactants ON1[C:6](=[O:7])[CH2:5][CH2:4][C:3]1=O.CC1C=CC=C[C:15]=1[CH3:16].[O:17]=O.[C:19]([OH:22])(=[O:21])[CH3:20], predict the reaction product. The product is: [C:6]([OH:7])(=[O:17])[C:5]1[C:20](=[CH:15][CH:16]=[CH:3][CH:4]=1)[C:19]([OH:22])=[O:21]. (4) Given the reactants Br[CH2:2][CH2:3][CH2:4][CH2:5][CH2:6][CH2:7][O:8][CH2:9][CH2:10][C:11]#[C:12][C:13]1[CH:18]=[CH:17][CH:16]=[C:15]([N+:19]([O-:21])=[O:20])[CH:14]=1.[C:22]([O-:25])(=[O:24])[CH3:23].[Na+], predict the reaction product. The product is: [C:22]([O:25][CH2:2][CH2:3][CH2:4][CH2:5][CH2:6][CH2:7][O:8][CH2:9][CH2:10][C:11]#[C:12][C:13]1[CH:18]=[CH:17][CH:16]=[C:15]([N+:19]([O-:21])=[O:20])[CH:14]=1)(=[O:24])[CH3:23]. (5) Given the reactants [CH:1]1([C:4]2[CH:5]=[C:6]3[C:10](=[CH:11][CH:12]=2)[N:9](COCC[Si](C)(C)C)[N:8]=[CH:7]3)[CH2:3][CH2:2]1.C(N)CN, predict the reaction product. The product is: [CH:1]1([C:4]2[CH:5]=[C:6]3[C:10](=[CH:11][CH:12]=2)[NH:9][N:8]=[CH:7]3)[CH2:3][CH2:2]1. (6) Given the reactants [N+:1]([O-:4])(O)=[O:2].[OH:5][C:6]1[CH:11]=[C:10]([OH:12])[N:9]=[C:8]([CH3:13])[N:7]=1, predict the reaction product. The product is: [OH:5][C:6]1[C:11]([N+:1]([O-:4])=[O:2])=[C:10]([OH:12])[N:9]=[C:8]([CH3:13])[N:7]=1. (7) Given the reactants FC(F)(F)C(O)=O.C([O:12][C:13](=[O:43])[CH2:14][N:15]1[CH2:34][C@@H:33]([C:35]2[CH:40]=[CH:39][C:38]([C:41]#[N:42])=[CH:37][CH:36]=2)[C@:17]2([N:21]([CH3:22])[C:20](=[O:23])[N:19]([C:24]3[CH:29]=[C:28]([Cl:30])[CH:27]=[C:26]([Cl:31])[CH:25]=3)[C:18]2=[O:32])[CH2:16]1)(C)(C)C, predict the reaction product. The product is: [C:41]([C:38]1[CH:37]=[CH:36][C:35]([C@H:33]2[C@:17]3([N:21]([CH3:22])[C:20](=[O:23])[N:19]([C:24]4[CH:29]=[C:28]([Cl:30])[CH:27]=[C:26]([Cl:31])[CH:25]=4)[C:18]3=[O:32])[CH2:16][N:15]([CH2:14][C:13]([OH:43])=[O:12])[CH2:34]2)=[CH:40][CH:39]=1)#[N:42]. (8) Given the reactants [H-].[Na+].[CH3:3][N:4]1[CH2:9][CH2:8][CH:7]([OH:10])[CH2:6][CH2:5]1.Cl[C:12]1[N:17]=[CH:16][C:15]([C:18]2[CH:23]=[CH:22][N:21]=[C:20]([NH:24][C:25]3[CH:26]=[C:27]([NH:32][C:33](=[O:44])[C:34]4[CH:39]=[CH:38][CH:37]=[C:36]([C:40]([F:43])([F:42])[F:41])[CH:35]=4)[CH:28]=[CH:29][C:30]=3[CH3:31])[N:19]=2)=[CH:14][CH:13]=1, predict the reaction product. The product is: [CH3:31][C:30]1[CH:29]=[CH:28][C:27]([NH:32][C:33](=[O:44])[C:34]2[CH:39]=[CH:38][CH:37]=[C:36]([C:40]([F:43])([F:41])[F:42])[CH:35]=2)=[CH:26][C:25]=1[NH:24][C:20]1[N:19]=[C:18]([C:15]2[CH:16]=[N:17][C:12]([O:10][CH:7]3[CH2:8][CH2:9][N:4]([CH3:3])[CH2:5][CH2:6]3)=[CH:13][CH:14]=2)[CH:23]=[CH:22][N:21]=1.